This data is from Full USPTO retrosynthesis dataset with 1.9M reactions from patents (1976-2016). The task is: Predict the reactants needed to synthesize the given product. (1) Given the product [NH2:7][C:67](=[O:69])[CH2:66][C:61]1[CH:62]=[CH:63][CH:64]=[CH:65][C:60]=1[CH2:59][CH2:58][C:56]1[C:55]([CH3:70])=[CH:54][N:53]=[C:52]([NH:51][C:49]2[CH:48]=[N:47][N:46]([CH:43]3[CH2:44][CH2:45][N:40]([C:38]([O:37][C:33]([CH3:36])([CH3:34])[CH3:35])=[O:39])[CH2:41][CH2:42]3)[CH:50]=2)[N:57]=1, predict the reactants needed to synthesize it. The reactants are: C1C=CC2N(O)N=[N:7]C=2C=1.CCN=C=NCCCN(C)C.Cl.Cl.CCN(C(C)C)C(C)C.[C:33]([O:37][C:38]([N:40]1[CH2:45][CH2:44][CH:43]([N:46]2[CH:50]=[C:49]([NH:51][C:52]3[N:57]=[C:56]([CH2:58][CH2:59][C:60]4[CH:65]=[CH:64][CH:63]=[CH:62][C:61]=4[CH2:66][C:67]([OH:69])=O)[C:55]([CH3:70])=[CH:54][N:53]=3)[CH:48]=[N:47]2)[CH2:42][CH2:41]1)=[O:39])([CH3:36])([CH3:35])[CH3:34].C(=O)([O-])[O-].[NH4+].[NH4+]. (2) The reactants are: Br[C:2]1[C:23]([O:24][CH3:25])=[CH:22][C:5]2[C:6]([CH3:21])([CH3:20])[C:7]3[NH:8][C:9]4[C:14]([C:15]=3[C:16](=[O:17])[C:4]=2[CH:3]=1)=[CH:13][CH:12]=[C:11]([C:18]#[N:19])[CH:10]=4.[C:26]([O:30][C:31]([N:33]1[CH2:38][CH:37]=[C:36](B2OC(C)(C)C(C)(C)O2)[CH2:35][CH2:34]1)=[O:32])([CH3:29])([CH3:28])[CH3:27].C(=O)([O-])[O-].[Na+].[Na+].COCCOC. Given the product [C:26]([O:30][C:31]([N:33]1[CH2:34][CH:35]=[C:36]([C:2]2[C:23]([O:24][CH3:25])=[CH:22][C:5]3[C:6]([CH3:21])([CH3:20])[C:7]4[NH:8][C:9]5[C:14]([C:15]=4[C:16](=[O:17])[C:4]=3[CH:3]=2)=[CH:13][CH:12]=[C:11]([C:18]#[N:19])[CH:10]=5)[CH2:37][CH2:38]1)=[O:32])([CH3:29])([CH3:27])[CH3:28], predict the reactants needed to synthesize it. (3) Given the product [Si:22]([O:17][CH2:16][CH2:15][C@H:6]1[CH2:5][C:4]2[C:3]3[C:2]([Cl:1])=[N:14][CH:13]=[N:12][C:11]=3[S:10][C:9]=2[CH2:8][CH2:7]1)([C:19]([CH3:21])([CH3:20])[CH3:18])([CH3:24])[CH3:23], predict the reactants needed to synthesize it. The reactants are: [Cl:1][C:2]1[C:3]2[C:4]3[CH2:5][C@H:6]([CH2:15][CH2:16][OH:17])[CH2:7][CH2:8][C:9]=3[S:10][C:11]=2[N:12]=[CH:13][N:14]=1.[CH3:18][C:19]([Si:22](Cl)([CH3:24])[CH3:23])([CH3:21])[CH3:20].N1C=CN=C1. (4) Given the product [Br:1][C:2]1[CH:7]=[CH:6][C:5]2[N:8]3[CH2:12][CH2:11][CH2:10][CH:9]3[CH2:13][C:14]([C:15]([O:17][CH3:18])=[O:16])=[CH:19][C:4]=2[CH:3]=1, predict the reactants needed to synthesize it. The reactants are: [Br:1][C:2]1[CH:7]=[CH:6][C:5]([N:8]2[CH2:12][CH2:11][CH2:10][CH:9]2[CH2:13][CH2:14][C:15]([O:17][CH3:18])=[O:16])=[C:4]([CH:19]=O)[CH:3]=1.C[O-].[Na+].Cl.